Dataset: Full USPTO retrosynthesis dataset with 1.9M reactions from patents (1976-2016). Task: Predict the reactants needed to synthesize the given product. The reactants are: [NH2:1][CH2:2][C:3]1[C:4]2[N:5]([C:10]([C:14]([C:16]3[CH:21]=[CH:20][C:19]([Cl:22])=[CH:18][C:17]=3[F:23])=[O:15])=[C:11]([CH3:13])[N:12]=2)[N:6]=[C:7]([Cl:9])[CH:8]=1.C(=O)([O-])[O-].[K+].[K+].Br[CH2:31][CH2:32][O:33][CH2:34][CH2:35]Br. Given the product [Cl:22][C:19]1[CH:20]=[CH:21][C:16]([C:14]([C:10]2[N:5]3[N:6]=[C:7]([Cl:9])[CH:8]=[C:3]([CH2:2][N:1]4[CH2:35][CH2:34][O:33][CH2:32][CH2:31]4)[C:4]3=[N:12][C:11]=2[CH3:13])=[O:15])=[C:17]([F:23])[CH:18]=1, predict the reactants needed to synthesize it.